Dataset: Blood-brain barrier permeability regression values from the B3DB database. Task: Regression/Classification. Given a drug SMILES string, predict its absorption, distribution, metabolism, or excretion properties. Task type varies by dataset: regression for continuous measurements (e.g., permeability, clearance, half-life) or binary classification for categorical outcomes (e.g., BBB penetration, CYP inhibition). For this dataset (b3db_regression), we predict Y. The compound is C(C(Cl)(Cl)Cl)Cl. The Y is 0.330 log(BB ratio).